Dataset: CYP2C19 inhibition data for predicting drug metabolism from PubChem BioAssay. Task: Regression/Classification. Given a drug SMILES string, predict its absorption, distribution, metabolism, or excretion properties. Task type varies by dataset: regression for continuous measurements (e.g., permeability, clearance, half-life) or binary classification for categorical outcomes (e.g., BBB penetration, CYP inhibition). Dataset: cyp2c19_veith. (1) The molecule is CC(=O)/C(=N\N=C(N)N)c1ccccc1.O=S(=O)(O)O. The result is 0 (non-inhibitor). (2) The compound is CN1CCN(c2nc(-c3cccc(C#N)c3)nc3ccccc23)CC1. The result is 0 (non-inhibitor).